This data is from Forward reaction prediction with 1.9M reactions from USPTO patents (1976-2016). The task is: Predict the product of the given reaction. (1) Given the reactants [CH3:1][C@@H:2]1[NH:8][C:7]2[CH:9]=[CH:10][CH:11]=[CH:12][C:6]=2[NH:5][C:4](=[O:13])[C@H:3]1[NH:14][C:15](=[O:21])[O:16][C:17]([CH3:20])([CH3:19])[CH3:18].[Br:22]N1C(=O)CCC1=O, predict the reaction product. The product is: [Br:22][C:11]1[CH:10]=[CH:9][C:7]2[NH:8][C@@H:2]([CH3:1])[C@H:3]([NH:14][C:15](=[O:21])[O:16][C:17]([CH3:20])([CH3:19])[CH3:18])[C:4](=[O:13])[NH:5][C:6]=2[CH:12]=1. (2) Given the reactants C(O[N:9]1[CH:14]=[CH:13][CH:12]=[CH:11][C:10]1=[O:15])C1C=CC=CC=1.Br[C:17]1[CH:22]=[C:21]2[N:23]([CH3:34])[C:24]3[CH:33]4[N:28]([CH2:29][CH2:30][CH2:31][CH2:32]4)[CH2:27][CH2:26][C:25]=3[C:20]2=[CH:19][CH:18]=1.BrC1C=C2C([C:40]3[CH2:52][CH2:51][N:50]4[CH:46](CCC4)[C:41]=3N2C)=CC=1.[ClH:53], predict the reaction product. The product is: [ClH:53].[Cl:53][C:41]1[CH:40]=[CH:52][C:51]([C:12]2[CH:13]=[CH:14][N:9]([C:17]3[CH:22]=[C:21]4[N:23]([CH3:34])[C:24]5[CH:33]6[N:28]([CH2:29][CH2:30][CH2:31][CH2:32]6)[CH2:27][CH2:26][C:25]=5[C:20]4=[CH:19][CH:18]=3)[C:10](=[O:15])[CH:11]=2)=[N:50][CH:46]=1.